Dataset: Forward reaction prediction with 1.9M reactions from USPTO patents (1976-2016). Task: Predict the product of the given reaction. (1) The product is: [F:1][CH:2]([F:17])[N:3]1[C:4](=[O:16])[CH:5]=[CH:6][C:7]([N:9]2[CH:13]=[C:12]([F:14])[C:11]([N:30]3[CH2:31][CH2:32][O:33][C@@:28]([C@@H:19]([OH:18])[C:20]([O:22][C:23]([CH3:24])([CH3:25])[CH3:26])=[O:21])([CH3:36])[C:29]3=[O:34])=[N:10]2)=[CH:8]1. Given the reactants [F:1][CH:2]([F:17])[N:3]1[CH:8]=[C:7]([N:9]2[CH:13]=[C:12]([F:14])[C:11](I)=[N:10]2)[CH:6]=[CH:5][C:4]1=[O:16].[OH:18][C@@:19]([C@H:28]1[O:33][CH2:32][CH2:31][NH:30][C:29]1=[O:34])(C)[C:20]([O:22][C:23]([CH3:26])([CH3:25])[CH3:24])=[O:21].Br[C:36]1C=CC(=O)N(C(F)F)C=1.NC1C=CNN=1, predict the reaction product. (2) Given the reactants [CH3:1][C:2](=[CH:4][CH2:5][CH2:6][C@H:7]([C@@H:9]1[C@:26]2([CH3:27])[C@H:12]([C:13]3[C@H:23]([CH2:24][CH2:25]2)[C@:21]2([CH3:22])[C:16](=[CH:17][C:18](=[O:28])[CH2:19][CH2:20]2)[CH2:15][CH:14]=3)[CH2:11][CH2:10]1)[CH3:8])[CH3:3].[OH-].[K+].C(O)(=O)C, predict the reaction product. The product is: [CH3:1][C:2](=[CH:4][CH2:5][CH2:6][C@H:7]([C@@H:9]1[C@:26]2([CH3:27])[C@H:12]([C@H:13]3[C@H:23]([CH2:24][CH2:25]2)[C@:21]2([CH3:22])[C:16](=[CH:17][C:18](=[O:28])[CH2:19][CH2:20]2)[CH:15]=[CH:14]3)[CH2:11][CH2:10]1)[CH3:8])[CH3:3]. (3) Given the reactants O[CH2:2][C@@H:3]1[CH2:7][CH2:6][CH2:5][N:4]1[C:8]([C@@H:10]([CH2:19][CH:20]=[CH2:21])[CH2:11][C:12]([O:14][C:15]([CH3:18])([CH3:17])[CH3:16])=[O:13])=[O:9].P([N:38]=[N+:39]=[N-:40])(=O)(OC1C=CC=CC=1)OC1C=CC=CC=1.C1CCN2C(=NCCC2)CC1, predict the reaction product. The product is: [N:38]([CH2:2][C@@H:3]1[CH2:7][CH2:6][CH2:5][N:4]1[C:8]([C@@H:10]([CH2:19][CH:20]=[CH2:21])[CH2:11][C:12]([O:14][C:15]([CH3:18])([CH3:17])[CH3:16])=[O:13])=[O:9])=[N+:39]=[N-:40]. (4) Given the reactants [CH3:1][O:2][C:3](=[O:40])[C:4]1[CH:9]=[C:8]([O:10][C:11]2[CH:16]=[CH:15][C:14]([C:17]3[CH:22]=[CH:21][C:20]([CH2:23][C:24]4[N:25]([CH2:37][CH3:38])[CH:26]=[C:27]([C:29]5[CH:34]=[CH:33][C:32]([Cl:35])=[CH:31][C:30]=5[Cl:36])[N:28]=4)=[CH:19][CH:18]=3)=[CH:13][CH:12]=2)[CH:7]=[CH:6][C:5]=1[NH2:39].[C:41](Cl)(=[O:47])[CH2:42][CH2:43][CH2:44][CH2:45][CH3:46].CCN(C(C)C)C(C)C, predict the reaction product. The product is: [CH3:1][O:2][C:3](=[O:40])[C:4]1[CH:9]=[C:8]([O:10][C:11]2[CH:12]=[CH:13][C:14]([C:17]3[CH:18]=[CH:19][C:20]([CH2:23][C:24]4[N:25]([CH2:37][CH3:38])[CH:26]=[C:27]([C:29]5[CH:34]=[CH:33][C:32]([Cl:35])=[CH:31][C:30]=5[Cl:36])[N:28]=4)=[CH:21][CH:22]=3)=[CH:15][CH:16]=2)[CH:7]=[CH:6][C:5]=1[NH:39][C:41](=[O:47])[CH2:42][CH2:43][CH2:44][CH2:45][CH3:46]. (5) Given the reactants Cl[C:2]1[CH:11]=[C:10]([Cl:12])[CH:9]=[CH:8][C:3]=1[C:4]([NH:6][NH2:7])=[O:5].[Cl:13]Cl.CCN(C(C)C)C(C)C.[Cl:24][CH2:25][C:26](Cl)=[O:27], predict the reaction product. The product is: [Cl:13][C:11]1[CH:2]=[C:3]([CH:8]=[CH:9][C:10]=1[Cl:12])[C:4]([NH:6][NH:7][C:26](=[O:27])[CH2:25][Cl:24])=[O:5]. (6) Given the reactants [C:1]([C:5]1[N:10]=[CH:9][C:8]([C:11]2[N:12]([C:32](Cl)=[O:33])[C@@:13]([C:25]3[CH:30]=[CH:29][C:28]([Cl:31])=[CH:27][CH:26]=3)([CH3:24])[C@@:14]([C:17]3[CH:22]=[CH:21][C:20]([Cl:23])=[CH:19][CH:18]=3)([CH3:16])[N:15]=2)=[C:7]([O:35][CH2:36][CH3:37])[CH:6]=1)([CH3:4])([CH3:3])[CH3:2].[CH3:38][O:39][C:40](=[O:48])[CH2:41][CH:42]1[CH2:47][CH2:46][NH:45][CH2:44][CH2:43]1, predict the reaction product. The product is: [CH3:38][O:39][C:40](=[O:48])[CH2:41][CH:42]1[CH2:43][CH2:44][N:45]([C:32]([N:12]2[C@@:13]([C:25]3[CH:30]=[CH:29][C:28]([Cl:31])=[CH:27][CH:26]=3)([CH3:24])[C@@:14]([C:17]3[CH:18]=[CH:19][C:20]([Cl:23])=[CH:21][CH:22]=3)([CH3:16])[N:15]=[C:11]2[C:8]2[CH:9]=[N:10][C:5]([C:1]([CH3:2])([CH3:4])[CH3:3])=[CH:6][C:7]=2[O:35][CH2:36][CH3:37])=[O:33])[CH2:46][CH2:47]1. (7) Given the reactants [Cl:1][C:2]1[CH:3]=[C:4](B(O)O)[CH:5]=[CH:6][C:7]=1[Cl:8].Cl[C:13]1[CH:14]=[C:15]([CH2:19][N:20]2[CH:24]=[CH:23][N:22]=[C:21]2[CH3:25])[N:16]=[N:17][CH:18]=1, predict the reaction product. The product is: [ClH:1].[Cl:1][C:2]1[CH:3]=[C:4]([C:13]2[CH:14]=[C:15]([CH2:19][N:20]3[CH:24]=[CH:23][N:22]=[C:21]3[CH3:25])[N:16]=[N:17][CH:18]=2)[CH:5]=[CH:6][C:7]=1[Cl:8]. (8) Given the reactants [NH2:1][C:2]1[C:3]([NH:13][C@@H:14]2[CH2:18][C@H:17]([O:19][CH2:20][CH2:21][OH:22])[C@@H:16]([OH:23])[C@H:15]2[OH:24])=[N:4][C:5]([S:9][CH2:10][CH2:11][CH3:12])=[N:6][C:7]=1[Cl:8].[N:25]([O-])=O.[Na+], predict the reaction product. The product is: [Cl:8][C:7]1[C:2]2[N:1]=[N:25][N:13]([C@@H:14]3[CH2:18][C@H:17]([O:19][CH2:20][CH2:21][OH:22])[C@@H:16]([OH:23])[C@H:15]3[OH:24])[C:3]=2[N:4]=[C:5]([S:9][CH2:10][CH2:11][CH3:12])[N:6]=1. (9) Given the reactants [C:1]([NH2:9])(=[NH:8])[C:2]1[CH:7]=[CH:6][CH:5]=[CH:4][CH:3]=1.C([O:12][C:13](=O)[C:14](=[CH:17]OCC)[C:15]#[N:16])C, predict the reaction product. The product is: [OH:12][C:13]1[C:14]([C:15]#[N:16])=[CH:17][N:9]=[C:1]([C:2]2[CH:7]=[CH:6][CH:5]=[CH:4][CH:3]=2)[N:8]=1. (10) Given the reactants [Br:1][C:2]1[C:3]([Cl:19])=[C:4]([NH:11][C:12](=[O:18])[O:13][C:14]([CH3:17])([CH3:16])[CH3:15])[CH:5]=[C:6]([CH:8]([F:10])[F:9])[CH:7]=1.C[Si]([N-][Si](C)(C)C)(C)C.[Na+].[CH3:30][O:31][C:32]1[CH:39]=[CH:38][C:35]([CH2:36]Cl)=[CH:34][CH:33]=1.[Li+].[Cl-], predict the reaction product. The product is: [Br:1][C:2]1[C:3]([Cl:19])=[C:4]([N:11]([CH2:36][C:35]2[CH:38]=[CH:39][C:32]([O:31][CH3:30])=[CH:33][CH:34]=2)[C:12](=[O:18])[O:13][C:14]([CH3:15])([CH3:16])[CH3:17])[CH:5]=[C:6]([CH:8]([F:10])[F:9])[CH:7]=1.